This data is from Reaction yield outcomes from USPTO patents with 853,638 reactions. The task is: Predict the reaction yield, written as a fraction of the theoretical maximum amount of product (1.0 means a 100% yield; for example, 0.34 means a 34% yield). (1) The reactants are C[N:2](C)[C:3]1[CH:8]=[N:7][N:6]([CH:9]2[CH2:14][C:13]([CH3:16])([CH3:15])[CH2:12][C:11]([CH3:18])([CH3:17])[CH2:10]2)[C:5](=[O:19])[C:4]=1[CH:20]=O.[NH2:23]N.O. The catalyst is CCO. The product is [CH3:18][C:11]1([CH3:17])[CH2:12][C:13]([CH3:15])([CH3:16])[CH2:14][CH:9]([N:6]2[C:5](=[O:19])[C:4]3[CH:20]=[N:23][NH:2][C:3]=3[CH:8]=[N:7]2)[CH2:10]1. The yield is 0.460. (2) The reactants are [CH3:1][C:2]1[C:7]([CH3:8])=[CH:6][C:5]([CH3:9])=[CH:4][C:3]=1[OH:10].[C:11]([O:14]CC)(=[O:13])C.CCC[CH2:20][CH2:21][CH3:22]. No catalyst specified. The product is [CH3:1][C:2]1[C:7]([CH3:8])=[CH:6][C:5]([CH3:9])=[CH:4][C:3]=1[O:10][C:21]([CH3:20])([CH3:22])[C:11]([OH:14])=[O:13]. The yield is 0.650.